Dataset: Forward reaction prediction with 1.9M reactions from USPTO patents (1976-2016). Task: Predict the product of the given reaction. Given the reactants [NH2:1][C:2]1[CH:9]=[C:8](F)[CH:7]=[CH:6][C:3]=1[C:4]#[N:5].[C@@H:11]1([NH2:18])[CH2:16][CH2:15][CH2:14][CH2:13][C@@H:12]1[NH2:17], predict the reaction product. The product is: [NH2:1][C:2]1[CH:9]=[C:8]([NH:17][C@@H:12]2[CH2:13][CH2:14][CH2:15][CH2:16][C@@H:11]2[NH2:18])[CH:7]=[CH:6][C:3]=1[C:4]#[N:5].